Dataset: Catalyst prediction with 721,799 reactions and 888 catalyst types from USPTO. Task: Predict which catalyst facilitates the given reaction. (1) Reactant: [NH2:1][C:2]1([CH3:30])[C:6]2([CH2:8][CH2:7]2)[CH2:5][N:4]([C:9]2[C:18]([O:19][CH3:20])=[C:17]3[C:12]([C:13](=[O:28])[C:14]([C:25]([OH:27])=[O:26])=[CH:15][N:16]3[C@@H:21]3[CH2:23][C@@H:22]3[F:24])=[CH:11][C:10]=2[F:29])[CH2:3]1.[ClH:31].C(O)(C)C. Product: [ClH:31].[NH2:1][C:2]1([CH3:30])[C:6]2([CH2:7][CH2:8]2)[CH2:5][N:4]([C:9]2[C:18]([O:19][CH3:20])=[C:17]3[C:12]([C:13](=[O:28])[C:14]([C:25]([OH:27])=[O:26])=[CH:15][N:16]3[C@@H:21]3[CH2:23][C@@H:22]3[F:24])=[CH:11][C:10]=2[F:29])[CH2:3]1. The catalyst class is: 5. (2) Reactant: [CH2:1]([NH:3][C:4]1[CH:5]=[N:6][C:7]([CH2:11][CH2:12][CH3:13])=[CH:8][C:9]=1[NH2:10])[CH3:2].C[Al](C)C.CO[C:20](=O)[CH2:21][N:22]1[CH:26]=[CH:25][N:24]=[C:23]1[C:27]1[CH:32]=[CH:31][CH:30]=[C:29]([F:33])[N:28]=1. Product: [CH2:1]([N:3]1[C:4]2[CH:5]=[N:6][C:7]([CH2:11][CH2:12][CH3:13])=[CH:8][C:9]=2[N:10]=[C:20]1[CH2:21][N:22]1[CH:26]=[CH:25][N:24]=[C:23]1[C:27]1[CH:32]=[CH:31][CH:30]=[C:29]([F:33])[N:28]=1)[CH3:2]. The catalyst class is: 26. (3) Reactant: [Cl:1][C:2]1[CH:3]=[CH:4][C:5]([OH:25])=[C:6]([C:8]2[CH:13]=[CH:12][CH:11]=[CH:10][C:9]=2[C:14]2[N:19]=[C:18]([C:20]([O:22][CH2:23][CH3:24])=[O:21])[CH:17]=[CH:16][CH:15]=2)[CH:7]=1.C(=O)([O-])[O-].[K+].[K+].[F:32][C:33]1[CH:40]=[CH:39][C:36]([CH2:37]Br)=[CH:35][CH:34]=1. Product: [Cl:1][C:2]1[CH:3]=[CH:4][C:5]([O:25][CH2:37][C:36]2[CH:39]=[CH:40][C:33]([F:32])=[CH:34][CH:35]=2)=[C:6]([C:8]2[CH:13]=[CH:12][CH:11]=[CH:10][C:9]=2[C:14]2[N:19]=[C:18]([C:20]([O:22][CH2:23][CH3:24])=[O:21])[CH:17]=[CH:16][CH:15]=2)[CH:7]=1. The catalyst class is: 21. (4) Reactant: [Na].CO[C:4](=[O:21])[CH2:5][C:6]1([NH:12][C:13](=[O:20])[CH2:14][C:15]([O:17][CH2:18]C)=[O:16])[CH2:11][CH2:10][CH2:9][CH2:8][CH2:7]1.O. Product: [O:20]=[C:13]1[CH:14]([C:15]([O:17][CH3:18])=[O:16])[C:4](=[O:21])[CH2:5][C:6]2([CH2:7][CH2:8][CH2:9][CH2:10][CH2:11]2)[NH:12]1. The catalyst class is: 442.